Dataset: Forward reaction prediction with 1.9M reactions from USPTO patents (1976-2016). Task: Predict the product of the given reaction. (1) Given the reactants [C:1]([C@@H:7]1[CH2:11][CH2:10][N:9](C(OC(C)(C)C)=O)[CH2:8]1)(=[O:6])[CH2:2][CH2:3][CH:4]=[CH2:5].C(Cl)Cl.FC(F)(F)C(O)=O.C(N(CC)CC)C.[N+:36]([C:39]1[CH:44]=[CH:43][CH:42]=[CH:41][C:40]=1[S:45](Cl)(=[O:47])=[O:46])([O-:38])=[O:37], predict the reaction product. The product is: [N+:36]([C:39]1[CH:44]=[CH:43][CH:42]=[CH:41][C:40]=1[S:45]([N:9]1[CH2:10][CH2:11][C@@H:7]([C:1](=[O:6])[CH2:2][CH2:3][CH:4]=[CH2:5])[CH2:8]1)(=[O:47])=[O:46])([O-:38])=[O:37]. (2) Given the reactants [NH2:1][C:2]1[CH:3]=[CH:4][C:5]([C:8]#[N:9])=[N:6][CH:7]=1.[Cl:10][C:11]1[CH:12]=[C:13]([CH:16]=[CH:17][C:18]=1[F:19])[CH:14]=O.[CH2:20]=[C:21]([CH3:23])[CH3:22].FC(F)(F)S([O-])(=O)=O.[Yb+3].FC(F)(F)S([O-])(=O)=O.FC(F)(F)S([O-])(=O)=O, predict the reaction product. The product is: [Cl:10][C:11]1[CH:12]=[C:13]([CH:14]2[CH2:20][C:21]([CH3:23])([CH3:22])[C:7]3[N:6]=[C:5]([C:8]#[N:9])[CH:4]=[CH:3][C:2]=3[NH:1]2)[CH:16]=[CH:17][C:18]=1[F:19]. (3) Given the reactants [Br:1][C:2]1[CH:3]=[C:4]([CH:24]=[CH:25][C:26]=1[O:27][CH3:28])[O:5][C:6]1[C:11]([CH3:12])=[CH:10][C:9]([N:13]2[C:18](=[O:19])[NH:17][C:16](=[O:20])C(C#N)=[N:14]2)=[CH:8][C:7]=1[CH3:23].Cl.[C:30]([OH:33])(=[O:32])[CH3:31], predict the reaction product. The product is: [Br:1][C:2]1[CH:3]=[C:4]([CH:24]=[CH:25][C:26]=1[O:27][CH3:28])[O:5][C:6]1[C:7]([CH3:23])=[CH:8][C:9]([N:13]2[C:18](=[O:19])[NH:17][C:16](=[O:20])[C:31]([C:30]([OH:33])=[O:32])=[N:14]2)=[CH:10][C:11]=1[CH3:12]. (4) Given the reactants C(OC(=O)[NH:7][CH2:8][C:9]([NH:11][S:12]([C:15]1[C:16]([C:21]2[CH:26]=[CH:25][C:24]([CH2:27][N:28]3[C:32]([CH2:33][OH:34])=[C:31]([Cl:35])[N:30]=[C:29]3[CH2:36][CH2:37][CH2:38][CH3:39])=[CH:23][CH:22]=2)=[CH:17][CH:18]=[CH:19][CH:20]=1)(=[O:14])=[O:13])=[O:10])(C)(C)C.C(O)(C(F)(F)F)=O, predict the reaction product. The product is: [NH2:7][CH2:8][C:9]([NH:11][S:12]([C:15]1[C:16]([C:21]2[CH:26]=[CH:25][C:24]([CH2:27][N:28]3[C:32]([CH2:33][OH:34])=[C:31]([Cl:35])[N:30]=[C:29]3[CH2:36][CH2:37][CH2:38][CH3:39])=[CH:23][CH:22]=2)=[CH:17][CH:18]=[CH:19][CH:20]=1)(=[O:13])=[O:14])=[O:10]. (5) Given the reactants CC1(C)C(C)(C)OB([C:9]2[CH2:14][CH2:13][N:12]([C:15]([O:17][C:18]([CH3:21])([CH3:20])[CH3:19])=[O:16])[CH2:11][CH:10]=2)O1.Cl[C:24]1[CH:29]=[CH:28][CH:27]=[C:26]([N+:30]([O-:32])=[O:31])[N:25]=1, predict the reaction product. The product is: [N+:30]([C:26]1[N:25]=[C:24]([C:9]2[CH2:14][CH2:13][N:12]([C:15]([O:17][C:18]([CH3:19])([CH3:20])[CH3:21])=[O:16])[CH2:11][CH:10]=2)[CH:29]=[CH:28][CH:27]=1)([O-:32])=[O:31]. (6) Given the reactants [CH3:1][O:2][C:3]1[CH:4]=[C:5]2[C:10](=[CH:11][CH:12]=1)[C:9]([C:13]1[CH:22]=[CH:21][CH:20]=[CH:19][C:14]=1[C:15]([O:17]C)=[O:16])=[CH:8][CH:7]=[CH:6]2.[OH-].[Na+].Cl, predict the reaction product. The product is: [CH3:1][O:2][C:3]1[CH:4]=[C:5]2[C:10](=[CH:11][CH:12]=1)[C:9]([C:13]1[CH:22]=[CH:21][CH:20]=[CH:19][C:14]=1[C:15]([OH:17])=[O:16])=[CH:8][CH:7]=[CH:6]2. (7) Given the reactants [CH3:1][N:2]1[C:6]([C:7]([O:9][CH3:10])=[O:8])=[C:5]([C:11]([O:13][CH3:14])=[O:12])[N:4]=[CH:3]1.[Cl:15]N1C(C)(C)C(=O)N(Cl)C1=O.C(=O)(O)[O-].[Na+].C(OCC)(=O)C.CCCCCCC, predict the reaction product. The product is: [Cl:15][C:3]1[N:2]([CH3:1])[C:6]([C:7]([O:9][CH3:10])=[O:8])=[C:5]([C:11]([O:13][CH3:14])=[O:12])[N:4]=1. (8) Given the reactants [F:1][C:2]1[CH:9]=[C:8]([I:10])[CH:7]=[CH:6][C:3]=1[CH2:4]Br.O.[C-:12]#[N:13].[Na+], predict the reaction product. The product is: [F:1][C:2]1[CH:9]=[C:8]([I:10])[CH:7]=[CH:6][C:3]=1[CH2:4][C:12]#[N:13]. (9) Given the reactants [CH3:1][O:2][C:3]1[CH:8]=[CH:7][C:6]([C:9]([F:12])([F:11])[F:10])=[CH:5][C:4]=1[NH2:13].C[O:15][C:16](=O)[C:17]1[CH:22]=[CH:21][C:20]([CH3:23])=[C:19]([N:24]2[CH:28]=[C:27]([C:29]3[CH:30]=[N:31][N:32]([C:36]4[CH:41]=[CH:40][CH:39]=[CH:38][CH:37]=4)[C:33]=3[CH2:34][CH3:35])[N:26]=[CH:25]2)[CH:18]=1, predict the reaction product. The product is: [CH2:34]([C:33]1[N:32]([C:36]2[CH:37]=[CH:38][CH:39]=[CH:40][CH:41]=2)[N:31]=[CH:30][C:29]=1[C:27]1[N:26]=[CH:25][N:24]([C:19]2[CH:18]=[C:17]([CH:22]=[CH:21][C:20]=2[CH3:23])[C:16]([NH:13][C:4]2[CH:5]=[C:6]([C:9]([F:11])([F:10])[F:12])[CH:7]=[CH:8][C:3]=2[O:2][CH3:1])=[O:15])[CH:28]=1)[CH3:35]. (10) Given the reactants Br[C:2]1C(OCC=C)=CC(Cl)=C(C(C2C=CC(OC)=CC=2)O)C=1.[Br:23][C:24]1[C:25]([O:40][CH2:41][CH:42]=C)=[CH:26][C:27]([Cl:39])=[C:28]([CH:30]([C:32]2[CH:37]=[CH:36][C:35]([CH3:38])=[CH:34][CH:33]=2)O)[CH:29]=1, predict the reaction product. The product is: [Br:23][C:24]1[CH:29]=[C:28]([CH2:30][C:32]2[CH:33]=[CH:34][C:35]([CH3:38])=[CH:36][CH:37]=2)[C:27]([Cl:39])=[CH:26][C:25]=1[O:40][C:41](=[CH2:42])[CH3:2].